From a dataset of Reaction yield outcomes from USPTO patents with 853,638 reactions. Predict the reaction yield, written as a fraction of the theoretical maximum amount of product (1.0 means a 100% yield; for example, 0.34 means a 34% yield). (1) The reactants are FC1C=CC(CN2C(=O)N(C3SC(C(O)=O)=C(C)C=3)C=N2)=CC=1.[CH3:24][C:25]1[CH:29]=[C:28]([N:30]2[C:34](=[O:35])[N:33]([CH2:36][C:37]3[CH:42]=[CH:41][C:40]([S:43]([CH3:46])(=[O:45])=[O:44])=[CH:39][CH:38]=3)[N:32]=[CH:31]2)[S:27][C:26]=1[C:47]([OH:49])=O.[NH2:50][CH2:51][C:52]1[CH:53]=[N:54][CH:55]=[CH:56][CH:57]=1. No catalyst specified. The product is [CH3:24][C:25]1[CH:29]=[C:28]([N:30]2[C:34](=[O:35])[N:33]([CH2:36][C:37]3[CH:38]=[CH:39][C:40]([S:43]([CH3:46])(=[O:45])=[O:44])=[CH:41][CH:42]=3)[N:32]=[CH:31]2)[S:27][C:26]=1[C:47]([NH:50][CH2:51][C:52]1[CH:53]=[N:54][CH:55]=[CH:56][CH:57]=1)=[O:49]. The yield is 0.610. (2) The reactants are [N:1]([CH2:4][CH2:5][NH:6]C(=O)CCCCCCCCCCCCC)=[N+:2]=[N-:3].[S:22]1[CH:26]=[CH:25][CH:24]=[C:23]1[S:27](Cl)(=[O:29])=[O:28].N(CCN)=[N+]=[N-].C(N(CC)CC)C. The catalyst is ClCCl. The product is [N:1]([CH2:4][CH2:5][NH:6][S:27]([C:23]1[S:22][CH:26]=[CH:25][CH:24]=1)(=[O:29])=[O:28])=[N+:2]=[N-:3]. The yield is 0.800. (3) The yield is 0.900. No catalyst specified. The reactants are CO[C:3]([C:5]1[NH:6][N:7]=[C:8]([O:10][CH2:11][C:12]2[C:13]([CH2:18][CH2:19][CH2:20][CH3:21])=[N:14][O:15][C:16]=2[CH3:17])[CH:9]=1)=[O:4].[NH2:22][C@@H:23]([CH2:25][OH:26])[CH3:24]. The product is [OH:26][CH2:25][C@H:23]([NH:22][C:3]([C:5]1[NH:6][N:7]=[C:8]([O:10][CH2:11][C:12]2[C:13]([CH2:18][CH2:19][CH2:20][CH3:21])=[N:14][O:15][C:16]=2[CH3:17])[CH:9]=1)=[O:4])[CH3:24]. (4) The reactants are [Cl:1][C:2]1[C:7]([CH:8]=[O:9])=[C:6](Cl)[N:5]=[C:4]([S:11][CH3:12])[N:3]=1.[NH3:13]. The catalyst is C1C=CC=CC=1. The product is [NH2:13][C:6]1[C:7]([CH:8]=[O:9])=[C:2]([Cl:1])[N:3]=[C:4]([S:11][CH3:12])[N:5]=1. The yield is 0.800. (5) The reactants are [F:1][C:2]1[C:7]([O:8]C)=[CH:6][CH:5]=[CH:4][C:3]=1[OH:10].B(Br)(Br)Br.B(F)(F)F.[CH3:19][CH2:20][O:21]CC.C(O)(=O)C. The catalyst is O.ClCCl. The product is [F:1][C:2]1[C:7]([OH:8])=[C:6]([C:20](=[O:21])[CH3:19])[CH:5]=[CH:4][C:3]=1[OH:10]. The yield is 0.580. (6) The reactants are [CH3:1][C:2]1[NH:6][C:5]2[C:7]([C:17]([O:19]C)=[O:18])=[CH:8][C:9]([N:11]3[CH2:16][CH2:15][O:14][CH2:13][CH2:12]3)=[CH:10][C:4]=2[N:3]=1.Br[CH2:22][C:23]1[CH:28]=[CH:27][CH:26]=[C:25]([Cl:29])[C:24]=1[CH3:30].C(=O)([O-])[O-].[K+].[K+].[OH-].[Li+]. The catalyst is CN(C)C=O.O1CCCC1.O. The product is [Cl:29][C:25]1[C:24]([CH3:30])=[C:23]([CH2:22][N:3]2[C:4]3[CH:10]=[C:9]([N:11]4[CH2:12][CH2:13][O:14][CH2:15][CH2:16]4)[CH:8]=[C:7]([C:17]([OH:19])=[O:18])[C:5]=3[N:6]=[C:2]2[CH3:1])[CH:28]=[CH:27][CH:26]=1. The yield is 0.349.